From a dataset of Retrosynthesis with 50K atom-mapped reactions and 10 reaction types from USPTO. Predict the reactants needed to synthesize the given product. Given the product CS(=O)(=O)OC1CN(C(=O)c2nnc(-c3ccccc3)o2)C1, predict the reactants needed to synthesize it. The reactants are: CS(=O)(=O)Cl.O=C(c1nnc(-c2ccccc2)o1)N1CC(O)C1.